Dataset: Drug-target binding data from BindingDB using Kd measurements. Task: Regression. Given a target protein amino acid sequence and a drug SMILES string, predict the binding affinity score between them. We predict pKd (pKd = -log10(Kd in M); higher means stronger binding). Dataset: bindingdb_kd. (1) The small molecule is CC(C)CCC[C@@H](C)[C@H]1CC[C@H]2[C@@H]3CC=C4C[C@@H](O)CC[C@]4(C)[C@H]3CC[C@@]21C. The target protein sequence is MTQSNNTGILEKFVNTVMGVKTENQQQPSNTLIATTQALDIRAVLVYKLGTILQIAAMMLALLGMEKLVMLIDKNSHLPSWFSTLLAVLFFALLSIRSRIFSLLDNTRSRKTYDQVIRPRWAPPPLVFPIVWMIIAVLRVISSVLIWQQMHHQFLALPLILFVVHLALGDTWNTIFTVERRLGAAVPVVILGPWLSALVVTAIYWQTNPVAGMIFSFSCIWLTVAAVLVFRIWQLNGSEPLYPLKLTPVEK. The pKd is 3.7. (2) The compound is O=P([O-])([O-])O[C@@H]1[C@@H](OP(=O)([O-])[O-])[C@@H](O)[C@@H](OP(=O)([O-])[O-])[C@H](OP(=O)([O-])[O-])[C@H]1O. The target protein (Q93YN9) has sequence MEMILEEKDASDWIYRGEGGANLVLAYAGSSPLFVGKVIRIQKARRNDKAIKNANGVVSVLTSDEQHLWRENNELISSPNKEVLEQRYVKNVIIPLLGPKHVDAGVRVSVSKEFLECVDKKVTKQRPLWRVNAANVDTSHDSALILNDHSLFSQGISSGGDCISVEIKPKCGFLPTSRFIGKENMLKTSVSRFKMHQLLKLEYNEISEESEYDPLDLFSGSKESVLEAIKALYSTPQNNFRVFLNGSLILGGSGESTGRTSPEIGYAFEDALKGFIQSEDGHRTECFLQLVSDAVYGSGVLDRLLEIQKLDKLDIEGAIHSYYDLINQPCPICKEGKPLEAELSLHALPLDESLKIVKEYLIAATAKDCSIMISFQSRNAWDSEPSGDYVSLKPTNQTFDYKVHFIDLSLKPLKRMESYYKLDKKIISFYNRKQKAENTAEQIGNSKPSHS. The pKd is 4.6. (3) The compound is Cc1sc2c(c1C)C(c1ccc(Cl)cc1)=N[C@@H](CC(=O)OC(C)(C)C)c1nnc(C)n1-2. The target protein sequence is NPPPPETSNPNKPKRQTNQLQYLLRVVLKTLWKHQFAWPFQQPVDAVKLNLPDYYKIIKTPMDMGTIKKRLENNYYWNAQECIQDFNTMFTNCYIYNKPGDDAVLMAEALEKLFLQKINELPT. The pKd is 8.6. (4) The small molecule is CO[C@]12CC[C@@]3(C[C@@H]1C(C)(C)O)[C@H]1Cc4ccc(O)c5c4[C@@]3(CCN1CC1CC1)[C@H]2O5. The target protein sequence is MDSPIQIFRGEPGPTCAPSACLPPNSSAWFPGWAEPDSNGSAGSEDAQLEPAHISPAIPVIITAVYSVVFVVGLVGNSLVMFVIIRYTKMKTATNIYIFNLALADALVTTTMPFQSTVYLMNSWPFGDVLCKIVISIDYYNMFTSIFTLTMMSVDRYIAVCHPVKALDFRTPLKAKIINICIWLLSSSVGISAIVLGGTKVREDVDVIECSLQFPDDDYSWWDLFMKICVFIFAFVIPVLIIIVCYTLMILRLKSVRLLSGSREKDRNLRRITRLVLVVVAVFVVCWTPIHIFILVEALGSTSHSTAALSSYAFCIALGYTNSSLNPILYAFLDENFKRCFRDFCFPLKMRMERQSTSRVRNTVQDPAYLRDIDGMNKPV. The pKd is 8.3. (5) The small molecule is CN(C)CC(=O)N1CCC(c2ccc(NC(=O)c3ncc(C#N)[nH]3)c(C3=CCCCC3)c2)CC1. The target is PFCDPK1(Pfalciparum). The pKd is 5.0. (6) The small molecule is CN(C)CC(=O)N1CCC(c2ccc(NC(=O)c3ncc(C#N)[nH]3)c(C3=CCCCC3)c2)CC1. The target protein (Q96Q40) has sequence MGQELCAKTVQPGCSCYHCSEGGEAHSCRRSQPETTEAAFKLTDLKEASCSMTSFHPRGLQAARAQKFKSKRPRSNSDCFQEEDLRQGFQWRKSLPFGAASSYLNLEKLGEGSYATVYKGISRINGQLVALKVISMNAEEGVPFTAIREASLLKGLKHANIVLLHDIIHTKETLTFVFEYMHTDLAQYMSQHPGGLHPHNVRLFMFQLLRGLAYIHHQHVLHRDLKPQNLLISHLGELKLADFGLARAKSIPSQTYSSEVVTLWYRPPDALLGATEYSSELDIWGAGCIFIEMFQGQPLFPGVSNILEQLEKIWEVLGVPTEDTWPGVSKLPNYNPEWFPLPTPRSLHVVWNRLGRVPEAEDLASQMLKGFPRDRVSAQEALVHDYFSALPSQLYQLPDEESLFTVSGVRLKPEMCDLLASYQKGHHPAQFSKCW. The pKd is 5.0. (7) The small molecule is Cc1cc(=O)oc2cc(OP(=O)([O-])[O-])ccc12. The pKd is 3.8. The target protein sequence is MQLSHRPAETGDLETVAGFPQDRDELFYCYPKAIWPFSVAQLAAAIAERRGSTVAVHDGQVLGFANFYQWQHGDFCALGNMMVAPAARGLGVARYLIGVMENLAREQYKARLMKISCFNANAAGLLLYTQLGYQPRAIAERHDPDGRRVALIQMDKPLEP. (8) The small molecule is CO[C@]12CC[C@@]3(C[C@@H]1C(C)(C)O)[C@H]1Cc4ccc(O)c5c4[C@@]3(CCN1CC1CC1)[C@H]2O5. The target protein sequence is MDSPIQIFRGEPGPTCAPSACLPPNSSAWFPGWAEPDSNGSAGSEDAQLEPAHISPAIPVIITAVASVVFVVGLVGNSLVMFVIIRYTKMKTATNIYIFNLALADALVTTTMPFQSTVYLMNSWPFGDVLCKIVISIDYYNMFTSIFTLTMMSVDRYIAVCHPVKALDFRTPLKAKIINICIWLLSSSVGISAIVLGGTKVREDVDVIECSLQFPDDDYSWWDLFMKICVFIFAFVIPVLIIIVCYTLMILRLKSVRLLSGSREKDRNLRRITRLVLVVVAVFVVCWTPIHIFILVEALGSTSHSTAALSSYYFCIALGYTNSSLNPILYAFLDENFKRCFRDFCFPLKMRMERQSTSRVRNTVQDPAYLRDIDGMNKPV. The pKd is 8.8.